This data is from Full USPTO retrosynthesis dataset with 1.9M reactions from patents (1976-2016). The task is: Predict the reactants needed to synthesize the given product. (1) The reactants are: [N+:1]([C:4]1[CH:12]=[CH:11][C:7]([C:8](O)=[O:9])=[C:6]([C:13]([F:16])([F:15])[F:14])[CH:5]=1)([O-:3])=[O:2].[CH3:17][NH:18][CH3:19].CCN(CC)CC.CN(C(ON1N=NC2C=CC=NC1=2)=[N+](C)C)C.F[P-](F)(F)(F)(F)F.C([O-])(O)=O.[Na+]. Given the product [CH3:17][N:18]([CH3:19])[C:8](=[O:9])[C:7]1[CH:11]=[CH:12][C:4]([N+:1]([O-:3])=[O:2])=[CH:5][C:6]=1[C:13]([F:16])([F:15])[F:14], predict the reactants needed to synthesize it. (2) The reactants are: [N:1]1[CH:6]=[CH:5][CH:4]=[CH:3][C:2]=1[N:7]([CH2:40][CH2:41][C:42]([O:44][CH2:45][CH3:46])=[O:43])[C:8]([C:10]1[CH:39]=[CH:38][C:13]2[N:14]([CH3:37])[C:15]([CH2:17][NH:18][C:19]3[CH:24]=[CH:23][C:22]([C:25](=[NH:36])[NH:26][C:27]([O:29][CH2:30][CH2:31][CH2:32][CH2:33][CH2:34][CH3:35])=[O:28])=[CH:21][CH:20]=3)=[N:16][C:12]=2[CH:11]=1)=[O:9].[CH3:47][S:48]([OH:51])(=[O:50])=[O:49]. Given the product [CH3:35][CH2:34][CH2:33][CH2:32][CH2:31][CH2:30][O:29][C:27](/[N:26]=[C:25](\[NH2:36])/[C:22]1[CH:21]=[CH:20][C:19]([NH:18][CH2:17][C:15]2[N:14]([CH3:37])[C:13]3[CH:38]=[CH:39][C:10]([C:8]([N:7]([C:2]4[CH:3]=[CH:4][CH:5]=[CH:6][N:1]=4)[CH2:40][CH2:41][C:42]([O:44][CH2:45][CH3:46])=[O:43])=[O:9])=[CH:11][C:12]=3[N:16]=2)=[CH:24][CH:23]=1)=[O:28].[CH3:47][S:48]([OH:51])(=[O:50])=[O:49], predict the reactants needed to synthesize it. (3) Given the product [F:3][C:4]1[CH:5]=[C:6]([C:21]2[C:22]([S:27]([NH:30][CH3:31])(=[O:29])=[O:28])=[CH:23][CH:24]=[CH:25][CH:26]=2)[CH:7]=[CH:8][C:9]=1[C:10]1[CH:11]=[C:12]2[C:18]([CH2:19][OH:20])=[CH:17][NH:16][C:13]2=[N:14][CH:15]=1, predict the reactants needed to synthesize it. The reactants are: [BH4-].[Na+].[F:3][C:4]1[CH:5]=[C:6]([C:21]2[C:22]([S:27]([NH:30][CH3:31])(=[O:29])=[O:28])=[CH:23][CH:24]=[CH:25][CH:26]=2)[CH:7]=[CH:8][C:9]=1[C:10]1[CH:11]=[C:12]2[C:18]([CH:19]=[O:20])=[CH:17][NH:16][C:13]2=[N:14][CH:15]=1. (4) Given the product [OH:22][CH:21]([C:2]1[O:1][CH:5]=[CH:4][CH:3]=1)[CH2:20][CH2:19][CH2:18][CH2:17][N:8]1[C:7](=[O:6])[C:15]2[C:10](=[CH:11][CH:12]=[CH:13][CH:14]=2)[C:9]1=[O:16], predict the reactants needed to synthesize it. The reactants are: [O:1]1[CH:5]=[CH:4][CH:3]=[CH:2]1.[O:6]=[C:7]1[C:15]2[C:10](=[CH:11][CH:12]=[CH:13][CH:14]=2)[C:9](=[O:16])[N:8]1[CH2:17][CH2:18][CH2:19][CH2:20][CH:21]=[O:22].O. (5) Given the product [CH3:1][O:2][C:3](=[O:10])[CH2:4][CH2:5][CH2:6][C:7](=[O:8])[NH:27][C:25]1[S:26][C:22]([C:14]2[CH:15]=[CH:16][C:17]([S:18]([CH3:21])(=[O:19])=[O:20])=[C:12]([F:11])[CH:13]=2)=[C:23]([CH3:28])[N:24]=1, predict the reactants needed to synthesize it. The reactants are: [CH3:1][O:2][C:3](=[O:10])[CH2:4][CH2:5][CH2:6][C:7](Cl)=[O:8].[F:11][C:12]1[CH:13]=[C:14]([C:22]2[S:26][C:25]([NH2:27])=[N:24][C:23]=2[CH3:28])[CH:15]=[CH:16][C:17]=1[S:18]([CH3:21])(=[O:20])=[O:19]. (6) Given the product [CH2:19]([N:23]([CH2:2][C:3]1[CH:15]=[CH:14][C:6]([O:7][CH2:8][C:9]([O:11][CH2:12][CH3:13])=[O:10])=[C:5]([CH3:16])[CH:4]=1)[C:24]1[C:25]([CH3:37])=[C:26]([C:30]2[CH:35]=[CH:34][C:33]([CH3:36])=[CH:32][CH:31]=2)[CH:27]=[CH:28][CH:29]=1)[CH2:20][CH2:21][CH3:22], predict the reactants needed to synthesize it. The reactants are: Cl[CH2:2][C:3]1[CH:15]=[CH:14][C:6]([O:7][CH2:8][C:9]([O:11][CH2:12][CH3:13])=[O:10])=[C:5]([CH3:16])[CH:4]=1.[I-].[Na+].[CH2:19]([NH:23][C:24]1[C:25]([CH3:37])=[C:26]([C:30]2[CH:35]=[CH:34][C:33]([CH3:36])=[CH:32][CH:31]=2)[CH:27]=[CH:28][CH:29]=1)[CH2:20][CH2:21][CH3:22]. (7) Given the product [C:5]([NH:8][C:9]1[C:17]([N+:1]([O-:4])=[O:2])=[CH:16][C:12]([C:13]([OH:15])=[O:14])=[CH:11][C:10]=1[CH3:18])(=[O:7])[CH3:6], predict the reactants needed to synthesize it. The reactants are: [N+:1]([O-:4])(O)=[O:2].[C:5]([NH:8][C:9]1[CH:17]=[CH:16][C:12]([C:13]([OH:15])=[O:14])=[CH:11][C:10]=1[CH3:18])(=[O:7])[CH3:6].